This data is from Reaction yield outcomes from USPTO patents with 853,638 reactions. The task is: Predict the reaction yield, written as a fraction of the theoretical maximum amount of product (1.0 means a 100% yield; for example, 0.34 means a 34% yield). (1) The reactants are [N+:1]([C:4]1[CH:5]=[C:6]([OH:10])[CH:7]=[CH:8][CH:9]=1)([O-:3])=[O:2].[OH-].[K+].Br[CH2:14][CH:15]([CH2:20][CH3:21])[CH2:16][CH2:17][CH2:18][CH3:19]. The catalyst is O. The product is [CH2:20]([CH:15]([CH2:16][CH2:17][CH2:18][CH3:19])[CH2:14][O:10][C:6]1[CH:7]=[CH:8][CH:9]=[C:4]([N+:1]([O-:3])=[O:2])[CH:5]=1)[CH3:21]. The yield is 0.740. (2) The reactants are F[C:2]1[CH:7]=[CH:6][C:5]([N+:8]([O-:10])=[O:9])=[C:4]([F:11])[C:3]=1[CH3:12].[CH2:13]([OH:20])[C:14]1[CH:19]=[CH:18][CH:17]=[CH:16][CH:15]=1.C([O-])([O-])=O.[K+].[K+].O. The catalyst is CN(C=O)C. The product is [CH2:13]([O:20][C:2]1[CH:7]=[CH:6][C:5]([N+:8]([O-:10])=[O:9])=[C:4]([F:11])[C:3]=1[CH3:12])[C:14]1[CH:19]=[CH:18][CH:17]=[CH:16][CH:15]=1. The yield is 0.330. (3) The reactants are [CH2:1]([O:3][C:4](=[O:22])[CH2:5][N:6]([C:12]([O:14][CH2:15][C:16]1[CH:21]=[CH:20][CH:19]=[CH:18][CH:17]=1)=[O:13])[CH2:7][CH:8]([OH:11])CO)[CH3:2]. The catalyst is C(Cl)Cl. The product is [CH2:1]([O:3][C:4](=[O:22])[CH2:5][N:6]([C:12]([O:14][CH2:15][C:16]1[CH:21]=[CH:20][CH:19]=[CH:18][CH:17]=1)=[O:13])[CH2:7][CH:8]=[O:11])[CH3:2]. The yield is 0.920. (4) The reactants are CN(C(ON1N=NC2C=CC=NC1=2)=[N+](C)C)C.F[P-](F)(F)(F)(F)F.[F:25][C:26]1[CH:27]=[C:28]([NH:37][C:38]([C@H:40]2[C:49]3[C:44](=[CH:45][C:46]([O:50][CH3:51])=[CH:47][CH:48]=3)[CH2:43][CH2:42][NH:41]2)=[O:39])[CH:29]=[C:30]([F:36])[C:31]=1[Si:32]([CH3:35])([CH3:34])[CH3:33].CCN(C(C)C)C(C)C.[C:61]([O:65][C:66](=[O:75])[CH:67]=[C:68]1[CH2:71][CH:70]([C:72](O)=[O:73])[CH2:69]1)([CH3:64])([CH3:63])[CH3:62]. The catalyst is CN(C=O)C.O. The product is [F:25][C:26]1[CH:27]=[C:28]([NH:37][C:38]([C@H:40]2[C:49]3[C:44](=[CH:45][C:46]([O:50][CH3:51])=[CH:47][CH:48]=3)[CH2:43][CH2:42][N:41]2[C:72]([CH:70]2[CH2:69][C:68](=[CH:67][C:66]([O:65][C:61]([CH3:64])([CH3:63])[CH3:62])=[O:75])[CH2:71]2)=[O:73])=[O:39])[CH:29]=[C:30]([F:36])[C:31]=1[Si:32]([CH3:33])([CH3:35])[CH3:34]. The yield is 0.670. (5) The reactants are F[C:2]1[CH:9]=[CH:8][C:7]([CH:10]=[O:11])=[CH:6][C:3]=1[C:4]#[N:5].C([O-])([O-])=O.[K+].[K+].[N+:18]([C:21]1[N:25]=[CH:24][NH:23][N:22]=1)([O-:20])=[O:19]. The catalyst is CN(C=O)C.O. The product is [CH:10]([C:7]1[CH:8]=[CH:9][C:2]([N:23]2[CH:24]=[N:25][C:21]([N+:18]([O-:20])=[O:19])=[N:22]2)=[C:3]([CH:6]=1)[C:4]#[N:5])=[O:11]. The yield is 0.450.